Dataset: Peptide-MHC class I binding affinity with 185,985 pairs from IEDB/IMGT. Task: Regression. Given a peptide amino acid sequence and an MHC pseudo amino acid sequence, predict their binding affinity value. This is MHC class I binding data. (1) The peptide sequence is DYVVVHGYF. The MHC is HLA-A30:02 with pseudo-sequence HLA-A30:02. The binding affinity (normalized) is 0. (2) The binding affinity (normalized) is 0.0641. The MHC is HLA-B35:01 with pseudo-sequence HLA-B35:01. The peptide sequence is TPKKNCIAI. (3) The MHC is HLA-A03:01 with pseudo-sequence HLA-A03:01. The peptide sequence is VQTAAAVVF. The binding affinity (normalized) is 0.213. (4) The peptide sequence is RDYRTISPR. The MHC is HLA-B08:01 with pseudo-sequence HLA-B08:01. The binding affinity (normalized) is 0.0847. (5) The peptide sequence is VFLILCFTI. The MHC is HLA-A24:02 with pseudo-sequence HLA-A24:02. The binding affinity (normalized) is 0.550. (6) The peptide sequence is KIQNFRVYY. The MHC is HLA-A68:02 with pseudo-sequence HLA-A68:02. The binding affinity (normalized) is 0. (7) The peptide sequence is KLLNRVIGY. The MHC is HLA-B40:01 with pseudo-sequence HLA-B40:01. The binding affinity (normalized) is 0.0847. (8) The MHC is HLA-A31:01 with pseudo-sequence HLA-A31:01. The binding affinity (normalized) is 0.0847. The peptide sequence is IPVSTNGKI.